Dataset: Full USPTO retrosynthesis dataset with 1.9M reactions from patents (1976-2016). Task: Predict the reactants needed to synthesize the given product. (1) Given the product [ClH:53].[F:22][C:4]1[CH:3]=[C:2]([NH:1][C:42]([NH:44][C:45](=[O:55])[CH2:46][C:47]2[CH:48]=[CH:49][CH:50]=[CH:51][CH:52]=2)=[S:43])[CH:21]=[CH:20][C:5]=1[O:6][C:7]1[CH:12]=[CH:11][N:10]=[C:9]2[CH:13]=[C:14]([C:16]([O:18][CH3:19])=[O:17])[S:15][C:8]=12, predict the reactants needed to synthesize it. The reactants are: [NH2:1][C:2]1[CH:21]=[CH:20][C:5]([O:6][C:7]2[CH:12]=[CH:11][N:10]=[C:9]3[CH:13]=[C:14]([C:16]([O:18][CH3:19])=[O:17])[S:15][C:8]=23)=[C:4]([F:22])[CH:3]=1.Cl.Cl.N1C2C(=NC=CC=2OC2C=CC(N[C:42]([NH:44][C:45](=[O:55])[CH2:46][C:47]3[C:52]([Cl:53])=[CH:51][CH:50]=[CH:49][C:48]=3Cl)=[S:43])=CC=2F)C=C1.C1(CC(N=C=S)=O)C=CC=CC=1. (2) Given the product [Cl:1][C:2]1[CH:10]=[C:9]2[NH:8][C:7](=[O:19])[C:6]3([CH:20]([C:21]4[CH:26]=[CH:25][CH:24]=[C:23]([Cl:27])[CH:22]=4)[CH2:35][C:34](=[O:36])[NH:33][CH:32]3[C:29](=[CH2:28])[CH2:30][CH3:31])[C:5]2=[CH:4][CH:3]=1.[CH3:11][O:12][CH:13]([Si:37]([CH3:38])([CH3:39])[CH3:40])[CH3:14], predict the reactants needed to synthesize it. The reactants are: [Cl:1][C:2]1[CH:10]=[C:9]2[C:5](/[C:6](=[CH:20]/[C:21]3[CH:26]=[CH:25][CH:24]=[C:23]([Cl:27])[CH:22]=3)/[C:7](=[O:19])[N:8]2[CH2:11][O:12][CH2:13][CH2:14][Si](C)(C)C)=[CH:4][CH:3]=1.[CH2:28]=[C:29]([CH:32]=[N:33][C:34]([O:36][Si:37]([CH3:40])([CH3:39])[CH3:38])=[CH2:35])[CH2:30][CH3:31]. (3) Given the product [Cl:1][C:2]1[C:7]([C:8]2[CH:13]=[CH:12][C:11]([F:14])=[CH:10][CH:9]=2)=[CH:6][C:5]([OH:15])=[C:4]([I:16])[CH:3]=1, predict the reactants needed to synthesize it. The reactants are: [Cl:1][C:2]1[C:7]([C:8]2[CH:13]=[CH:12][C:11]([F:14])=[CH:10][CH:9]=2)=[CH:6][C:5]([OH:15])=[CH:4][CH:3]=1.[I:16]N1C(=O)CCC1=O. (4) Given the product [Cl:1][C:2]1[CH:9]=[CH:8][C:5]([C:6]#[N:7])=[C:4]([C:10]2[C:15]([O:16][CH2:17][CH3:18])=[CH:14][NH:13][C:12](=[O:19])[CH:11]=2)[CH:3]=1, predict the reactants needed to synthesize it. The reactants are: [Cl:1][C:2]1[CH:9]=[CH:8][C:5]([C:6]#[N:7])=[C:4]([C:10]2[C:15]([O:16][CH2:17][CH3:18])=[CH:14][N:13]=[C:12]([O:19]C)[CH:11]=2)[CH:3]=1.Br.[NH+]1C=CC=CC=1. (5) Given the product [C:37]([C:32]1[CH:33]=[C:34]2[C:29](=[C:30]([F:41])[CH:31]=1)[C:28](=[O:42])[N:27]([C:7]1[C:6]([CH2:5][OH:4])=[C:11]([C:12]3[CH:17]=[C:16]([NH:18][C:19]4[CH:23]=[C:22]([CH3:24])[NH:21][N:20]=4)[C:15](=[O:25])[N:14]([CH3:26])[CH:13]=3)[CH:10]=[CH:9][N:8]=1)[N:36]=[CH:35]2)([CH3:40])([CH3:38])[CH3:39], predict the reactants needed to synthesize it. The reactants are: C([O:4][CH2:5][C:6]1[C:7]([N:27]2[N:36]=[CH:35][C:34]3[C:29](=[C:30]([F:41])[CH:31]=[C:32]([C:37]([CH3:40])([CH3:39])[CH3:38])[CH:33]=3)[C:28]2=[O:42])=[N:8][CH:9]=[CH:10][C:11]=1[C:12]1[CH:17]=[C:16]([NH:18][C:19]2[CH:23]=[C:22]([CH3:24])[NH:21][N:20]=2)[C:15](=[O:25])[N:14]([CH3:26])[CH:13]=1)(=O)C.[OH-].[Li+]. (6) The reactants are: [Cl:1][C:2]1[S:6][C:5]([CH2:7][N:8]([CH3:17])[C:9]2[CH:14]=[CH:13][C:12]([NH2:15])=[C:11]([CH3:16])[CH:10]=2)=[CH:4][CH:3]=1.C(N(CC)CC)C.[C:25](Cl)(=[O:30])[CH2:26][CH2:27][CH2:28][CH3:29]. Given the product [Cl:1][C:2]1[S:6][C:5]([CH2:7][N:8]([CH3:17])[C:9]2[CH:14]=[CH:13][C:12]([NH:15][C:25](=[O:30])[CH2:26][CH2:27][CH2:28][CH3:29])=[C:11]([CH3:16])[CH:10]=2)=[CH:4][CH:3]=1, predict the reactants needed to synthesize it. (7) Given the product [F:17][C:10]1[CH:9]=[C:8]([C:18](=[O:20])[CH3:19])[C:7]([N:23]2[CH2:28][CH2:27][NH:26][CH2:25][CH2:24]2)=[C:16]2[C:11]=1[CH:12]=[CH:13][CH:14]=[N:15]2, predict the reactants needed to synthesize it. The reactants are: FC(F)(F)S(O[C:7]1[C:8]([C:18](=[O:20])[CH3:19])=[CH:9][C:10]([F:17])=[C:11]2[C:16]=1[N:15]=[CH:14][CH:13]=[CH:12]2)(=O)=O.[NH:23]1[CH2:28][CH2:27][NH:26][CH2:25][CH2:24]1.C(=O)([O-])[O-].[Cs+].[Cs+].